This data is from Reaction yield outcomes from USPTO patents with 853,638 reactions. The task is: Predict the reaction yield, written as a fraction of the theoretical maximum amount of product (1.0 means a 100% yield; for example, 0.34 means a 34% yield). (1) The yield is 0.520. The catalyst is CCOC(C)=O.[C-]#N.[C-]#N.[Zn+2].C1C=CC(/C=C/C(/C=C/C2C=CC=CC=2)=O)=CC=1.C1C=CC(/C=C/C(/C=C/C2C=CC=CC=2)=O)=CC=1.C1C=CC(/C=C/C(/C=C/C2C=CC=CC=2)=O)=CC=1.[Pd].[Pd].C1C=CC(P(C2C=CC=CC=2)[C-]2C=CC=C2)=CC=1.C1C=CC(P(C2C=CC=CC=2)[C-]2C=CC=C2)=CC=1.[Fe+2]. The reactants are Br[C:2]1[CH:17]=[CH:16][C:5]([O:6][C:7]2[N:12]=[C:11]([CH3:13])[C:10]([CH:14]=[O:15])=[CH:9][CH:8]=2)=[C:4]([F:18])[CH:3]=1.[CH3:19][N:20](C=O)C. The product is [F:18][C:4]1[CH:3]=[C:2]([CH:17]=[CH:16][C:5]=1[O:6][C:7]1[CH:8]=[CH:9][C:10]([CH:14]=[O:15])=[C:11]([CH3:13])[N:12]=1)[C:19]#[N:20]. (2) The reactants are [N:1]1([C:7]2[CH:8]=[N+:9]([O-])[CH:10]=[CH:11][CH:12]=2)[CH2:6][CH2:5][CH2:4][CH2:3][CH2:2]1.C[Si]([C:18]#[N:19])(C)C.C(N(CC)CC)C.C([O-])(O)=O.[Na+]. The catalyst is CC#N. The product is [N:1]1([C:7]2[C:8]([C:18]#[N:19])=[N:9][CH:10]=[CH:11][CH:12]=2)[CH2:6][CH2:5][CH2:4][CH2:3][CH2:2]1. The yield is 0.920. (3) The reactants are [OH:1][CH2:2][CH2:3][CH2:4][CH2:5][S:6][C:7]1[CH:12]=[CH:11][C:10]([C:13]2[CH:18]=[CH:17][N:16]=[C:15]([NH:19][C:20]3[CH:28]=[CH:27][C:23]([C:24](O)=[O:25])=[CH:22][CH:21]=3)[N:14]=2)=[CH:9][CH:8]=1.[O:29]1[CH:33]=[CH:32][CH:31]=[C:30]1[C:34]([N:36]1[CH2:41][CH2:40][NH:39][CH2:38][CH2:37]1)=[O:35].CCN=C=NCCCN(C)C.C1C=CC2N(O)N=NC=2C=1. The catalyst is C1COCC1.C(Cl)Cl. The product is [O:29]1[CH:33]=[CH:32][CH:31]=[C:30]1[C:34]([N:36]1[CH2:37][CH2:38][N:39]([C:24]([C:23]2[CH:22]=[CH:21][C:20]([NH:19][C:15]3[N:14]=[C:13]([C:10]4[CH:9]=[CH:8][C:7]([S:6][CH2:5][CH2:4][CH2:3][CH2:2][OH:1])=[CH:12][CH:11]=4)[CH:18]=[CH:17][N:16]=3)=[CH:28][CH:27]=2)=[O:25])[CH2:40][CH2:41]1)=[O:35]. The yield is 0.0900.